This data is from Full USPTO retrosynthesis dataset with 1.9M reactions from patents (1976-2016). The task is: Predict the reactants needed to synthesize the given product. (1) Given the product [Cl:18][C:15]1[CH:16]=[CH:17][C:12]([NH:11][S:8]([C:5]2[CH:6]=[CH:7][C:2]([C:36]3[CH:35]=[N:34][C:33]4[C:42]([CH:37]=3)=[CH:41][CH:40]=[CH:39][CH:38]=4)=[CH:3][CH:4]=2)(=[O:10])=[O:9])=[C:13]([C:19]([C:21]2[CH:26]=[CH:25][N:24]=[CH:23][CH:22]=2)=[O:20])[CH:14]=1, predict the reactants needed to synthesize it. The reactants are: Br[C:2]1[CH:7]=[CH:6][C:5]([S:8]([NH:11][C:12]2[CH:17]=[CH:16][C:15]([Cl:18])=[CH:14][C:13]=2[C:19]([C:21]2[CH:26]=[CH:25][N:24]=[CH:23][CH:22]=2)=[O:20])(=[O:10])=[O:9])=[CH:4][CH:3]=1.C(=O)([O-])[O-].[Na+].[Na+].[CH:33]1[C:42]2[C:37](=[CH:38][CH:39]=[CH:40][CH:41]=2)[C:36](B(O)O)=[CH:35][N:34]=1. (2) Given the product [CH:1]1([N:4]2[C:8]3[N:9]=[C:10]([CH:18]4[CH2:19][CH2:20]4)[CH:11]=[C:12]([C:13]([OH:15])=[O:14])[C:7]=3[C:6]([CH3:21])=[N:5]2)[CH2:3][CH2:2]1, predict the reactants needed to synthesize it. The reactants are: [CH:1]1([N:4]2[C:8]3[N:9]=[C:10]([CH:18]4[CH2:20][CH2:19]4)[CH:11]=[C:12]([C:13]([O:15]CC)=[O:14])[C:7]=3[C:6]([CH3:21])=[N:5]2)[CH2:3][CH2:2]1.[OH-].[Na+]. (3) Given the product [CH2:21]([NH:20][C:17]1[N:16]=[CH:15][N:14]=[C:13]2[C:18]=1[N:19]=[C:2]([Br:1])[N:3]2[C@@H:4]1[O:12][C@H:9]([CH2:10][OH:11])[C@@H:7]([OH:8])[C@H:5]1[OH:6])[C:22]1[CH:27]=[CH:26][CH:25]=[CH:24][CH:23]=1, predict the reactants needed to synthesize it. The reactants are: [Br:1][C:2]1[N:3]([C:13]2[N:14]=[CH:15][N:16]=[C:17]([NH2:20])[C:18]=2[N:19]=1)[C@@H:4]1[O:12][C@H:9]([CH2:10][OH:11])[C@@H:7]([OH:8])[C@H:5]1[OH:6].[CH2:21](Br)[C:22]1[CH:27]=[CH:26][CH:25]=[CH:24][CH:23]=1.